This data is from NCI-60 drug combinations with 297,098 pairs across 59 cell lines. The task is: Regression. Given two drug SMILES strings and cell line genomic features, predict the synergy score measuring deviation from expected non-interaction effect. (1) Drug 1: C1C(C(OC1N2C=C(C(=O)NC2=O)F)CO)O. Drug 2: CC1=C(C(=CC=C1)Cl)NC(=O)C2=CN=C(S2)NC3=CC(=NC(=N3)C)N4CCN(CC4)CCO. Cell line: SK-MEL-5. Synergy scores: CSS=17.6, Synergy_ZIP=-5.21, Synergy_Bliss=-2.12, Synergy_Loewe=-12.1, Synergy_HSA=-1.13. (2) Drug 1: CC(C)(C#N)C1=CC(=CC(=C1)CN2C=NC=N2)C(C)(C)C#N. Drug 2: CC1=C2C(C(=O)C3(C(CC4C(C3C(C(C2(C)C)(CC1OC(=O)C(C(C5=CC=CC=C5)NC(=O)OC(C)(C)C)O)O)OC(=O)C6=CC=CC=C6)(CO4)OC(=O)C)O)C)O. Cell line: MCF7. Synergy scores: CSS=1.45, Synergy_ZIP=-1.97, Synergy_Bliss=-4.31, Synergy_Loewe=-1.56, Synergy_HSA=-2.11. (3) Drug 1: CC1=CC=C(C=C1)C2=CC(=NN2C3=CC=C(C=C3)S(=O)(=O)N)C(F)(F)F. Drug 2: CCC1=C2CN3C(=CC4=C(C3=O)COC(=O)C4(CC)O)C2=NC5=C1C=C(C=C5)O. Cell line: SN12C. Synergy scores: CSS=31.2, Synergy_ZIP=3.47, Synergy_Bliss=2.32, Synergy_Loewe=-31.5, Synergy_HSA=2.76. (4) Drug 1: CS(=O)(=O)CCNCC1=CC=C(O1)C2=CC3=C(C=C2)N=CN=C3NC4=CC(=C(C=C4)OCC5=CC(=CC=C5)F)Cl. Drug 2: C1CC(CCC1OC2=C(C(=CC=C2)Cl)F)(CC3=NC(=CC=C3)NC4=NC=CS4)C(=O)O. Cell line: OVCAR3. Synergy scores: CSS=22.8, Synergy_ZIP=-1.73, Synergy_Bliss=1.99, Synergy_Loewe=5.19, Synergy_HSA=6.41. (5) Drug 1: CN(C)C1=NC(=NC(=N1)N(C)C)N(C)C. Drug 2: CC12CCC3C(C1CCC2O)C(CC4=C3C=CC(=C4)O)CCCCCCCCCS(=O)CCCC(C(F)(F)F)(F)F. Cell line: OVCAR-4. Synergy scores: CSS=-6.43, Synergy_ZIP=1.11, Synergy_Bliss=-3.43, Synergy_Loewe=-8.48, Synergy_HSA=-6.78. (6) Cell line: M14. Drug 1: CCC1=C2CN3C(=CC4=C(C3=O)COC(=O)C4(CC)O)C2=NC5=C1C=C(C=C5)O. Drug 2: C1C(C(OC1N2C=NC3=C2NC=NCC3O)CO)O. Synergy scores: CSS=45.5, Synergy_ZIP=1.29, Synergy_Bliss=0.586, Synergy_Loewe=-42.4, Synergy_HSA=0.776. (7) Drug 1: CCCS(=O)(=O)NC1=C(C(=C(C=C1)F)C(=O)C2=CNC3=C2C=C(C=N3)C4=CC=C(C=C4)Cl)F. Drug 2: CC12CCC3C(C1CCC2OP(=O)(O)O)CCC4=C3C=CC(=C4)OC(=O)N(CCCl)CCCl.[Na+]. Cell line: HT29. Synergy scores: CSS=41.6, Synergy_ZIP=0.378, Synergy_Bliss=-2.94, Synergy_Loewe=-25.0, Synergy_HSA=-2.50. (8) Drug 1: CC1=C2C(C(=O)C3(C(CC4C(C3C(C(C2(C)C)(CC1OC(=O)C(C(C5=CC=CC=C5)NC(=O)OC(C)(C)C)O)O)OC(=O)C6=CC=CC=C6)(CO4)OC(=O)C)OC)C)OC. Drug 2: C1CC(=O)NC(=O)C1N2CC3=C(C2=O)C=CC=C3N. Cell line: MOLT-4. Synergy scores: CSS=81.5, Synergy_ZIP=19.9, Synergy_Bliss=19.6, Synergy_Loewe=-13.8, Synergy_HSA=18.3. (9) Drug 1: C1C(C(OC1N2C=NC3=C2NC=NCC3O)CO)O. Drug 2: CC12CCC3C(C1CCC2OP(=O)(O)O)CCC4=C3C=CC(=C4)OC(=O)N(CCCl)CCCl.[Na+]. Cell line: SNB-75. Synergy scores: CSS=5.53, Synergy_ZIP=1.30, Synergy_Bliss=6.98, Synergy_Loewe=3.52, Synergy_HSA=5.10. (10) Drug 1: CC(C1=C(C=CC(=C1Cl)F)Cl)OC2=C(N=CC(=C2)C3=CN(N=C3)C4CCNCC4)N. Drug 2: CC1=C2C(C(=O)C3(C(CC4C(C3C(C(C2(C)C)(CC1OC(=O)C(C(C5=CC=CC=C5)NC(=O)C6=CC=CC=C6)O)O)OC(=O)C7=CC=CC=C7)(CO4)OC(=O)C)O)C)OC(=O)C. Cell line: LOX IMVI. Synergy scores: CSS=57.2, Synergy_ZIP=12.1, Synergy_Bliss=11.5, Synergy_Loewe=15.1, Synergy_HSA=14.8.